Dataset: Forward reaction prediction with 1.9M reactions from USPTO patents (1976-2016). Task: Predict the product of the given reaction. (1) Given the reactants [CH3:1][C:2]1[CH:3]=[C:4]2[C:9](=[CH:10][CH:11]=1)[N:8]=[CH:7][CH:6]=[N:5]2.C1C(=O)N([Br:19])C(=O)C1.C(OOC(=O)C1C=CC=CC=1)(=O)C1C=CC=CC=1, predict the reaction product. The product is: [Br:19][CH2:1][C:2]1[CH:3]=[C:4]2[C:9](=[CH:10][CH:11]=1)[N:8]=[CH:7][CH:6]=[N:5]2. (2) Given the reactants C(Cl)(=O)C(Cl)=O.[CH3:7][O:8][CH:9]([C:13]([OH:15])=O)[C:10]([OH:12])=O.[CH3:16][O:17][C:18]1[CH:37]=[CH:36][C:21]([CH2:22][NH:23][C:24](=[O:35])[CH2:25][C:26](=[O:34])[CH:27]([CH3:33])[CH2:28][CH2:29][CH2:30][CH2:31][CH3:32])=[CH:20][CH:19]=1, predict the reaction product. The product is: [OH:12][C:10]1[C:9]([O:8][CH3:7])=[C:13]([OH:15])[N:23]([CH2:22][C:21]2[CH:36]=[CH:37][C:18]([O:17][CH3:16])=[CH:19][CH:20]=2)[C:24](=[O:35])[C:25]=1[C:26](=[O:34])[CH:27]([CH3:33])[CH2:28][CH2:29][CH2:30][CH2:31][CH3:32].